Predict which catalyst facilitates the given reaction. From a dataset of Catalyst prediction with 721,799 reactions and 888 catalyst types from USPTO. (1) Reactant: [C:1]([O:5][C:6](=[O:21])[NH:7][C:8]1[C:9]([CH3:20])=[N:10][O:11][C:12]=1[C:13]1[CH:18]=[CH:17][C:16](Br)=[CH:15][CH:14]=1)([CH3:4])([CH3:3])[CH3:2].[CH2:22]([O:24][C:25]([C:27]1([C:30]2[CH:35]=[CH:34][C:33](B3OC(C)(C)C(C)(C)O3)=[CH:32][CH:31]=2)[CH2:29][CH2:28]1)=[O:26])[CH3:23].C(=O)(O)[O-].[Na+]. Product: [CH2:22]([O:24][C:25]([C:27]1([C:30]2[CH:35]=[CH:34][C:33]([C:16]3[CH:17]=[CH:18][C:13]([C:12]4[O:11][N:10]=[C:9]([CH3:20])[C:8]=4[NH:7][C:6]([O:5][C:1]([CH3:4])([CH3:3])[CH3:2])=[O:21])=[CH:14][CH:15]=3)=[CH:32][CH:31]=2)[CH2:28][CH2:29]1)=[O:26])[CH3:23]. The catalyst class is: 104. (2) Reactant: [Br:1][CH2:2][CH2:3][CH2:4][CH2:5][CH2:6][CH2:7]Br.[CH3:9][N:10]([CH3:12])[CH3:11]. Product: [Br-:1].[CH3:9][N+:10]([CH3:12])([CH3:11])[CH2:2][CH2:3][CH2:4][CH2:5][CH2:6][CH2:7][N+:10]([CH3:12])([CH3:11])[CH3:9].[Br-:1]. The catalyst class is: 8. (3) Product: [CH2:13]([O:12][C:10]1[CH:11]=[C:6]([CH2:5][C:4]([OH:30])=[O:3])[CH:7]=[C:8]([C:20]2[CH:25]=[CH:24][C:23]([C:26]([F:28])([F:29])[F:27])=[CH:22][CH:21]=2)[CH:9]=1)[C:14]1[CH:15]=[CH:16][CH:17]=[CH:18][CH:19]=1. Reactant: C([O:3][C:4](=[O:30])[CH2:5][C:6]1[CH:7]=[C:8]([C:20]2[CH:25]=[CH:24][C:23]([C:26]([F:29])([F:28])[F:27])=[CH:22][CH:21]=2)[CH:9]=[C:10]([O:12][CH2:13][C:14]2[CH:19]=[CH:18][CH:17]=[CH:16][CH:15]=2)[CH:11]=1)C.O.O[Li].O. The catalyst class is: 1.